Dataset: Forward reaction prediction with 1.9M reactions from USPTO patents (1976-2016). Task: Predict the product of the given reaction. Given the reactants Cl.Cl.[CH3:3][C@@H:4]1[CH2:8][CH2:7][CH2:6][N:5]1[CH2:9][CH2:10][CH2:11][O:12][C:13]1[CH:25]=[CH:24][C:16]([O:17][CH:18]2[CH2:23][CH2:22][NH:21][CH2:20][CH2:19]2)=[CH:15][CH:14]=1.[Cl:26][CH2:27]Cl.C[CH:30]([N:32]=[C:33]=[O:34])[CH3:31], predict the reaction product. The product is: [ClH:26].[CH2:30]([N:32]([CH3:27])[C:33]([N:21]1[CH2:20][CH2:19][CH:18]([O:17][C:16]2[CH:24]=[CH:25][C:13]([O:12][CH2:11][CH2:10][CH2:9][N:5]3[CH2:6][CH2:7][CH2:8][C@H:4]3[CH3:3])=[CH:14][CH:15]=2)[CH2:23][CH2:22]1)=[O:34])[CH3:31].